This data is from Reaction yield outcomes from USPTO patents with 853,638 reactions. The task is: Predict the reaction yield, written as a fraction of the theoretical maximum amount of product (1.0 means a 100% yield; for example, 0.34 means a 34% yield). (1) The reactants are Br[C:2]1[S:6][C:5]([NH:7][C:8]([NH:10][C:11]2[CH:16]=[CH:15][C:14]([CH3:17])=[CH:13][C:12]=2[C:18]([CH:20]2[CH2:24][CH2:23][CH2:22][CH2:21]2)=[O:19])=[O:9])=[N:4][CH:3]=1.[SH:25][C:26]1[CH:31]=[CH:30][CH:29]=[CH:28][N:27]=1. No catalyst specified. The product is [CH:20]1([C:18]([C:12]2[CH:13]=[C:14]([CH3:17])[CH:15]=[CH:16][C:11]=2[NH:10][C:8]([NH:7][C:5]2[S:6][C:2]([S:25][C:26]3[CH:31]=[CH:30][CH:29]=[CH:28][N:27]=3)=[CH:3][N:4]=2)=[O:9])=[O:19])[CH2:24][CH2:23][CH2:22][CH2:21]1. The yield is 0.320. (2) The reactants are [F-].[Cs+].C(OC([N:10]1[C:19]2[C:14](=[CH:15][CH:16]=[C:17]([CH2:20][CH2:21][O:22][C:23]3[CH:24]=[C:25]4[C:29](=[CH:30][CH:31]=3)[NH:28][CH:27]=[CH:26]4)[N:18]=2)[CH2:13][CH2:12][CH2:11]1)=O)(C)(C)C.[C:32]1([C:38]#[C:39][C:40]([O:42]CC)=[O:41])[CH:37]=[CH:36][CH:35]=[CH:34][CH:33]=1. The catalyst is CN(C=O)C.O.C(OCC)(=O)C. The product is [C:32]1([CH:38]([N:28]2[C:29]3[C:25](=[CH:24][C:23]([O:22][CH2:21][CH2:20][C:17]4[CH:16]=[CH:15][C:14]5[CH2:13][CH2:12][CH2:11][NH:10][C:19]=5[N:18]=4)=[CH:31][CH:30]=3)[CH:26]=[CH:27]2)[CH2:39][C:40]([OH:42])=[O:41])[CH:33]=[CH:34][CH:35]=[CH:36][CH:37]=1. The yield is 0.880. (3) The reactants are [Br:1]N1C(=O)CCC1=O.[CH3:9][N:10]1[C:14]([C:15]2[CH:16]=[C:17]([NH:29]C(=O)C)[CH:18]=[CH:19][C:20]=2[O:21][CH2:22][C:23]([CH3:28])([N+:25]([O-:27])=[O:26])[CH3:24])=[CH:13][CH:12]=[N:11]1.[OH-].[Na+].O. The catalyst is CO. The product is [Br:1][C:13]1[CH:12]=[N:11][N:10]([CH3:9])[C:14]=1[C:15]1[CH:16]=[C:17]([CH:18]=[CH:19][C:20]=1[O:21][CH2:22][C:23]([CH3:28])([N+:25]([O-:27])=[O:26])[CH3:24])[NH2:29]. The yield is 0.610. (4) The reactants are [Cl:1][C:2]1[C:3]([F:32])=[C:4]([CH:29]=[CH:30][CH:31]=1)[NH:5][C:6]1[C:15]2[C:10](=[CH:11][C:12]([O:27][CH3:28])=[C:13]([O:16][CH2:17][C@@H:18]3[CH2:22][CH2:21][CH2:20][N:19]3[C:23](=[O:26])[CH2:24]Cl)[CH:14]=2)[N:9]=[CH:8][N:7]=1.[I-].[K+].[NH:35]1[CH2:40][CH2:39][O:38][CH2:37][CH2:36]1. No catalyst specified. The product is [Cl:1][C:2]1[C:3]([F:32])=[C:4]([CH:29]=[CH:30][CH:31]=1)[NH:5][C:6]1[C:15]2[C:10](=[CH:11][C:12]([O:27][CH3:28])=[C:13]([O:16][CH2:17][C@@H:18]3[CH2:22][CH2:21][CH2:20][N:19]3[C:23](=[O:26])[CH2:24][N:35]3[CH2:40][CH2:39][O:38][CH2:37][CH2:36]3)[CH:14]=2)[N:9]=[CH:8][N:7]=1. The yield is 0.440. (5) The product is [CH2:1]([O:3][C:4](=[O:31])[CH2:5][CH2:6][CH2:7][CH2:8][CH:9]1[CH2:14][CH2:13][N:12]([S:15]([C:18]2([C:24]([OH:26])=[O:25])[CH2:19][CH2:20][O:21][CH2:22][CH2:23]2)(=[O:17])=[O:16])[CH2:11][CH2:10]1)[CH3:2]. The yield is 0.870. The reactants are [CH2:1]([O:3][C:4](=[O:31])[CH2:5][CH2:6][CH2:7][CH2:8][CH:9]1[CH2:14][CH2:13][N:12]([S:15]([C:18]2([C:24]([O:26]C(C)(C)C)=[O:25])[CH2:23][CH2:22][O:21][CH2:20][CH2:19]2)(=[O:17])=[O:16])[CH2:11][CH2:10]1)[CH3:2]. The catalyst is FC(F)(F)C(O)=O. (6) The reactants are [CH:1]([NH:4][C:5]1[O:9][C:8]([C:10]2[CH:11]=[C:12]3[C:16](=[CH:17][CH:18]=2)[N:15](S(C2C=CC(C)=CC=2)(=O)=O)[CH:14]=[C:13]3[C:29]2[N:34]=[C:33]([C:35]([NH:37][CH3:38])=[O:36])[CH:32]=[CH:31][CH:30]=2)=[N:7][N:6]=1)([CH3:3])[CH3:2].[OH-].[Na+]. The catalyst is O1CCOCC1. The product is [CH:1]([NH:4][C:5]1[O:9][C:8]([C:10]2[CH:11]=[C:12]3[C:16](=[CH:17][CH:18]=2)[NH:15][CH:14]=[C:13]3[C:29]2[N:34]=[C:33]([C:35]([NH:37][CH3:38])=[O:36])[CH:32]=[CH:31][CH:30]=2)=[N:7][N:6]=1)([CH3:3])[CH3:2]. The yield is 0.230. (7) The reactants are [NH:1]([C:3]([CH:5]1[CH2:10][CH2:9][N:8]([C:11]([O:13][C:14]([CH3:17])([CH3:16])[CH3:15])=[O:12])[CH2:7][CH2:6]1)=[O:4])[NH2:2].[C:18](N1C=CN=C1)(N1C=CN=C1)=[S:19].[CH3:30]I. The catalyst is CN(C=O)C. The product is [CH3:30][S:19][C:18]1[O:4][C:3]([CH:5]2[CH2:10][CH2:9][N:8]([C:11]([O:13][C:14]([CH3:17])([CH3:16])[CH3:15])=[O:12])[CH2:7][CH2:6]2)=[N:1][N:2]=1. The yield is 0.910. (8) The reactants are [NH2:1][C:2]1[CH:7]=[CH:6][CH:5]=[CH:4][C:3]=1[CH2:8][C:9]#[N:10].C(N(CC)CC)C.[CH3:18][S:19](Cl)(=[O:21])=[O:20]. The catalyst is ClCCl.Cl. The product is [CH3:18][S:19]([NH:1][C:2]1[CH:7]=[CH:6][CH:5]=[CH:4][C:3]=1[CH2:8][C:9]#[N:10])(=[O:21])=[O:20]. The yield is 0.720.